This data is from Catalyst prediction with 721,799 reactions and 888 catalyst types from USPTO. The task is: Predict which catalyst facilitates the given reaction. (1) Reactant: C([O:5][C:6](=[O:44])[CH2:7][CH2:8][N:9](C(OC(C)(C)C)=O)[CH2:10][C:11]([N:13]1[C:21]2[C:16](=[CH:17][C:18]([O:22][CH2:23][C:24]3[CH:29]=[CH:28][C:27]([CH:30]4[CH2:35][CH2:34][CH2:33][CH2:32][CH2:31]4)=[CH:26][C:25]=3[F:36])=[CH:19][CH:20]=2)[CH2:15][CH2:14]1)=[O:12])(C)(C)C. Product: [CH:30]1([C:27]2[CH:28]=[CH:29][C:24]([CH2:23][O:22][C:18]3[CH:17]=[C:16]4[C:21](=[CH:20][CH:19]=3)[N:13]([C:11](=[O:12])[CH2:10][NH:9][CH2:8][CH2:7][C:6]([OH:44])=[O:5])[CH2:14][CH2:15]4)=[C:25]([F:36])[CH:26]=2)[CH2:31][CH2:32][CH2:33][CH2:34][CH2:35]1. The catalyst class is: 620. (2) Reactant: C([C:4]([C:18]1[CH:23]=[CH:22][CH:21]=[C:20]([Cl:24])[CH:19]=1)=[CH:5][C:6]([NH:8][CH2:9][CH:10]=[CH:11][C:12]1[CH:17]=[CH:16][CH:15]=[CH:14][CH:13]=1)=[O:7])(=O)C.S(O)(O)(=O)=O.[CH3:30][NH:31][C:32](=[NH:34])[SH:33].[C:35]([O-])(=O)C.[Na+]. Product: [C:12]1([CH:11]=[CH:10][CH2:9][NH:8][C:6]([C:5]2[CH:4]([C:18]3[CH:23]=[CH:22][CH:21]=[C:20]([Cl:24])[CH:19]=3)[N:34]=[C:32]([S:33][CH3:35])[NH:31][CH:30]=2)=[O:7])[CH:13]=[CH:14][CH:15]=[CH:16][CH:17]=1. The catalyst class is: 3. (3) Reactant: [S:1]1[C:5]2[CH:6]=[CH:7][CH:8]=[CH:9][C:4]=2[NH:3][CH2:2]1.NC1C=CC=CC=1S.C=O.[Cl:20][C:21]1[CH:22]=[C:23]([CH:27]=[C:28]([C:32]([F:35])([F:34])[F:33])[C:29]=1[O:30][CH3:31])[C:24](Cl)=[O:25]. Product: [Cl:20][C:21]1[CH:22]=[C:23]([CH:27]=[C:28]([C:32]([F:33])([F:34])[F:35])[C:29]=1[O:30][CH3:31])[C:24]([N:3]1[C:4]2[CH:9]=[CH:8][CH:7]=[CH:6][C:5]=2[S:1][CH2:2]1)=[O:25]. The catalyst class is: 542. (4) Reactant: [CH:1]1([NH:6][C:7]2[CH:12]=[CH:11][N:10]3[N:13]=[C:14]([C:28]4[CH:33]=[CH:32][C:31]([F:34])=[CH:30][CH:29]=4)[C:15]([C:16]4[CH:21]=[CH:20][N:19]=[C:18]([NH:22][CH:23]5[CH2:27][CH2:26][CH2:25][CH2:24]5)[N:17]=4)=[C:9]3[CH:8]=2)[CH2:5][CH2:4][CH2:3][CH2:2]1.[CH2:35]([Li])CCC.IC. Product: [CH:1]1([NH:6][C:7]2[CH:12]=[C:11]([CH3:35])[N:10]3[N:13]=[C:14]([C:28]4[CH:29]=[CH:30][C:31]([F:34])=[CH:32][CH:33]=4)[C:15]([C:16]4[CH:21]=[CH:20][N:19]=[C:18]([NH:22][CH:23]5[CH2:24][CH2:25][CH2:26][CH2:27]5)[N:17]=4)=[C:9]3[CH:8]=2)[CH2:2][CH2:3][CH2:4][CH2:5]1. The catalyst class is: 7.